From a dataset of Catalyst prediction with 721,799 reactions and 888 catalyst types from USPTO. Predict which catalyst facilitates the given reaction. (1) Reactant: [NH2:1][C@@H:2]([CH2:24][C:25]1[CH:30]=[CH:29][CH:28]=[CH:27][CH:26]=1)[CH2:3][C@H:4]([OH:23])[C@@H:5]([NH:13][C:14](=[O:22])[O:15][CH2:16][C:17]1[S:21][CH:20]=[N:19][CH:18]=1)[CH2:6][C:7]1[CH:12]=[CH:11][CH:10]=[CH:9][CH:8]=1.Cl.CN(C)CCCN=C=NCC.ON1C2C=CC=CC=2N=N1.CN[C:55](=[O:57])[OH:56].[NH2:58][C@H:59]([C:64]([OH:66])=O)[C:60]([CH3:63])([CH3:62])[CH3:61].[CH3:67]N1CCOCC1. Product: [CH2:24]([C@H:2]([NH:1][C:64](=[O:66])[C@H:59]([C:60]([CH3:63])([CH3:62])[CH3:61])[NH:58][C:55]([O:56][CH3:67])=[O:57])[CH2:3][C@H:4]([OH:23])[C@@H:5]([NH:13][C:14]([O:15][CH2:16][C:17]1[S:21][CH:20]=[N:19][CH:18]=1)=[O:22])[CH2:6][C:7]1[CH:12]=[CH:11][CH:10]=[CH:9][CH:8]=1)[C:25]1[CH:26]=[CH:27][CH:28]=[CH:29][CH:30]=1. The catalyst class is: 9. (2) Reactant: [Cl:1][C:2]1[CH:3]=[C:4]([CH:8]=[CH:9][C:10]=1[Cl:11])[C:5]([OH:7])=O.[OH:12]N1C2C=CC=CC=2N=N1.Cl.CN(C)CCCN=C=NCC.C([N:37]([CH2:41][CH3:42])[CH:38]([CH3:40])C)(C)C.N1CCO[C@@H]([CH2:49][NH:50][C:51](=[O:57])[O:52][C:53]([CH3:56])([CH3:55])[CH3:54])C1. Product: [Cl:1][C:2]1[CH:3]=[C:4]([CH:8]=[CH:9][C:10]=1[Cl:11])[C:5]([N:37]1[CH2:38][CH2:40][O:12][C@H:42]([N:50]([CH3:49])[C:51](=[O:57])[O:52][C:53]([CH3:56])([CH3:55])[CH3:54])[CH2:41]1)=[O:7]. The catalyst class is: 9. (3) Reactant: [C:1]([NH:5][C:6](=[O:35])[C:7]1[CH:12]=[CH:11][CH:10]=[C:9]([O:13][C:14]2[CH:19]=[CH:18][C:17]([NH:20][C:21]3[C:31]4[CH:30]=[C:29]([CH:32]=O)[CH2:28][CH2:27][NH:26][C:25]=4[N:24]=[CH:23][N:22]=3)=[CH:16][C:15]=2[Cl:34])[CH:8]=1)([CH3:4])([CH3:3])[CH3:2].Cl.[CH2:37]([O:39][NH2:40])[CH3:38].C([O-])(=O)C.[Na+].O. Product: [C:1]([NH:5][C:6](=[O:35])[C:7]1[CH:12]=[CH:11][CH:10]=[C:9]([O:13][C:14]2[CH:19]=[CH:18][C:17]([NH:20][C:21]3[C:31]4[CH:30]=[C:29]([CH:32]=[N:40][O:39][CH2:37][CH3:38])[CH2:28][CH2:27][NH:26][C:25]=4[N:24]=[CH:23][N:22]=3)=[CH:16][C:15]=2[Cl:34])[CH:8]=1)([CH3:4])([CH3:2])[CH3:3]. The catalyst class is: 8. (4) Reactant: O1[C:5]2([CH2:10][CH2:9][CH:8]([C:11]3[N:16]=[CH:15][C:14]([NH:17][C:18](=[O:27])[O:19][CH2:20][C:21]4[CH:26]=[CH:25][CH:24]=[CH:23][CH:22]=4)=[CH:13][CH:12]=3)[CH2:7][CH2:6]2)[O:4]CC1.C(O)(C(F)(F)F)=O.[OH-].[Na+]. Product: [O:4]=[C:5]1[CH2:10][CH2:9][CH:8]([C:11]2[N:16]=[CH:15][C:14]([NH:17][C:18](=[O:27])[O:19][CH2:20][C:21]3[CH:26]=[CH:25][CH:24]=[CH:23][CH:22]=3)=[CH:13][CH:12]=2)[CH2:7][CH2:6]1. The catalyst class is: 6. (5) Reactant: Cl[C:2]1[CH:7]=[C:6]([C:8]2([C:19]3[CH:24]=[C:23]([CH3:25])[C:22]([O:26][CH:27]([F:29])[F:28])=[C:21]([CH3:30])[N:20]=3)[C:16]3[C:11](=[C:12]([F:17])[CH:13]=[CH:14][CH:15]=3)[C:10]([NH2:18])=[N:9]2)[CH:5]=[CH:4][N:3]=1.[F:31][C:32]1[CH:33]=[C:34](B(O)O)[CH:35]=[N:36][CH:37]=1.C([O-])([O-])=O.[Na+].[Na+]. Product: [F:28][CH:27]([F:29])[O:26][C:22]1[C:23]([CH3:25])=[CH:24][C:19]([C:8]2([C:6]3[CH:5]=[CH:4][N:3]=[C:2]([C:34]4[CH:35]=[N:36][CH:37]=[C:32]([F:31])[CH:33]=4)[CH:7]=3)[C:16]3[C:11](=[C:12]([F:17])[CH:13]=[CH:14][CH:15]=3)[C:10]([NH2:18])=[N:9]2)=[N:20][C:21]=1[CH3:30]. The catalyst class is: 104.